From a dataset of Forward reaction prediction with 1.9M reactions from USPTO patents (1976-2016). Predict the product of the given reaction. (1) Given the reactants [N:1]1[CH:6]=[CH:5][CH:4]=[N:3][C:2]=1[N:7]1[CH2:12][CH2:11][N:10]([CH2:13][CH2:14][CH2:15][CH2:16][N:17]2[C:26](=[O:27])[CH2:25][C:20]3([CH2:24][CH2:23][CH2:22][CH2:21]3)[CH2:19][C:18]2=[O:28])[CH2:9][CH2:8]1.P(OCC)(OCC)[O:30]CC.C[Si]([N-][Si](C)(C)C)(C)C.[Na+].C(OC)(C)(C)C.Cl, predict the reaction product. The product is: [CH:5]1[CH:6]=[N:1][C:2]([N:7]2[CH2:12][CH2:11][N:10]([CH2:13][CH2:14][CH2:15][CH2:16][N:17]3[C:26](=[O:27])[CH:25]([OH:30])[C:20]4([CH2:24][CH2:23][CH2:22][CH2:21]4)[CH2:19][C:18]3=[O:28])[CH2:9][CH2:8]2)=[N:3][CH:4]=1. (2) The product is: [OH:33][CH:34]([CH3:48])[CH2:35][CH2:36][N:4]1[C:5](=[O:31])[C:6]2[N:7]([CH2:23][C:24]3[CH:29]=[CH:28][C:27]([CH3:30])=[CH:26][N:25]=3)[C:8]([CH2:11][C:12]3[CH:17]=[CH:16][CH:15]=[C:14]([O:18][C:19]([F:22])([F:21])[F:20])[CH:13]=3)=[N:9][C:10]=2[N:2]([CH3:1])[C:3]1=[O:32]. Given the reactants [CH3:1][N:2]1[C:10]2[N:9]=[C:8]([CH2:11][C:12]3[CH:17]=[CH:16][CH:15]=[C:14]([O:18][C:19]([F:22])([F:21])[F:20])[CH:13]=3)[N:7]([CH2:23][C:24]3[CH:29]=[CH:28][C:27]([CH3:30])=[CH:26][N:25]=3)[C:6]=2[C:5](=[O:31])[NH:4][C:3]1=[O:32].[OH:33][CH:34]([CH3:48])[CH2:35][CH2:36]OS(C1C=CC(C)=CC=1)(=O)=O.C(=O)([O-])[O-].[K+].[K+], predict the reaction product.